This data is from Reaction yield outcomes from USPTO patents with 853,638 reactions. The task is: Predict the reaction yield, written as a fraction of the theoretical maximum amount of product (1.0 means a 100% yield; for example, 0.34 means a 34% yield). (1) The reactants are [F:1][C:2]1[CH:3]=[C:4]([CH:7]=[CH:8][CH:9]=1)[CH2:5][NH2:6].CN(C(ON1N=NC2C=CC=NC1=2)=[N+](C)C)C.F[P-](F)(F)(F)(F)F.CCN(CC)CC.[CH3:41][C:42]1[C:51]2[C:46](=[CH:47][C:48]([C:52]([F:55])([F:54])[F:53])=[CH:49][CH:50]=2)[NH:45][C:44](=[O:56])[C:43]=1[C:57](O)=[O:58]. The catalyst is C1COCC1.CCOC(C)=O. The product is [F:1][C:2]1[CH:3]=[C:4]([CH2:5][NH:6][C:57]([C:43]2[C:44](=[O:56])[NH:45][C:46]3[C:51]([C:42]=2[CH3:41])=[CH:50][CH:49]=[C:48]([C:52]([F:54])([F:55])[F:53])[CH:47]=3)=[O:58])[CH:7]=[CH:8][CH:9]=1. The yield is 0.830. (2) The reactants are [NH2:1][C:2]1[CH:11]=[CH:10][C:9]2[C:4](=[CH:5][CH:6]=[CH:7][C:8]=2[O:12][CH:13](C)[C:14]2[N:15]=[C:16]([C:19]3[CH:24]=[CH:23][CH:22]=[CH:21][CH:20]=3)[O:17][CH:18]=2)[CH:3]=1.C(N(CC)CC)C.[C:33](=O)=O.[S:36](O[S:36]([C:39]([F:42])([F:41])[F:40])(=[O:38])=[O:37])([C:39]([F:42])([F:41])[F:40])(=[O:38])=[O:37]. The catalyst is ClCCl.CC(C)=O. The product is [CH3:33][C:18]1[O:17][C:16]([C:19]2[CH:20]=[CH:21][CH:22]=[CH:23][CH:24]=2)=[N:15][C:14]=1[CH2:13][O:12][C:8]1[CH:7]=[CH:6][CH:5]=[C:4]2[C:9]=1[CH:10]=[CH:11][C:2]([NH:1][S:36]([C:39]([F:42])([F:41])[F:40])(=[O:38])=[O:37])=[CH:3]2. The yield is 0.300. (3) The reactants are [OH:1][C@H:2]1[CH2:36][N:5]2[C:6](=[O:35])[C@@H:7]([NH:26][C:27]([C:29]3[CH:33]=[C:32]([CH3:34])[O:31][N:30]=3)=[O:28])[CH2:8][CH2:9][CH2:10][CH2:11][CH2:12][CH:13]=[CH:14][CH:15]3[CH2:20][C@@:16]3([C:21]([O:23]CC)=[O:22])[NH:17][C:18](=[O:19])[C@@H:4]2[CH2:3]1.[Li+].[OH-]. The catalyst is C1COCC1.CO.ClCCl. The product is [OH:1][C@H:2]1[CH2:36][N:5]2[C:6](=[O:35])[C@@H:7]([NH:26][C:27]([C:29]3[CH:33]=[C:32]([CH3:34])[O:31][N:30]=3)=[O:28])[CH2:8][CH2:9][CH2:10][CH2:11][CH2:12][CH:13]=[CH:14][CH:15]3[CH2:20][C@@:16]3([C:21]([OH:23])=[O:22])[NH:17][C:18](=[O:19])[C@@H:4]2[CH2:3]1. The yield is 0.770. (4) The reactants are [C:1]([O:5][C:6]([NH:8][C:9]1([C:15]([O:17][CH3:18])=[O:16])[CH2:14][CH2:13][NH:12][CH2:11][CH2:10]1)=[O:7])([CH3:4])([CH3:3])[CH3:2].[C:19](O[C:19]([O:21][C:22]([CH3:25])([CH3:24])[CH3:23])=[O:20])([O:21][C:22]([CH3:25])([CH3:24])[CH3:23])=[O:20]. The catalyst is C(Cl)Cl. The product is [C:1]([O:5][C:6]([NH:8][C:9]1([C:15]([O:17][CH3:18])=[O:16])[CH2:14][CH2:13][N:12]([C:19]([O:21][C:22]([CH3:25])([CH3:24])[CH3:23])=[O:20])[CH2:11][CH2:10]1)=[O:7])([CH3:4])([CH3:3])[CH3:2]. The yield is 0.980. (5) The reactants are [CH3:1][N:2]([CH:10]1[CH2:15][CH2:14][N:13]([CH3:16])[CH2:12][CH2:11]1)[C:3]1[CH:8]=[CH:7][CH:6]=[C:5]([NH2:9])[N:4]=1.[Cl:17][C:18]1[CH:26]=[C:25]([F:27])[CH:24]=[CH:23][C:19]=1[C:20](Cl)=[O:21]. The catalyst is N1C=CC=CC=1. The yield is 0.490. The product is [ClH:17].[Cl:17][C:18]1[CH:26]=[C:25]([F:27])[CH:24]=[CH:23][C:19]=1[C:20]([NH:9][C:5]1[CH:6]=[CH:7][CH:8]=[C:3]([N:2]([CH3:1])[CH:10]2[CH2:15][CH2:14][N:13]([CH3:16])[CH2:12][CH2:11]2)[N:4]=1)=[O:21]. (6) The product is [CH3:8][C:6]1([CH3:7])[C:2]([CH3:16])([CH3:1])[O:3][B:4]([C:9]2[CH:10]=[CH:11][C:12]([NH:15][C:24](=[O:26])[CH3:25])=[N:13][CH:14]=2)[O:5]1. The catalyst is ClCCl.CN(C)C1C=CN=CC=1. The reactants are [CH3:1][C:2]1([CH3:16])[C:6]([CH3:8])([CH3:7])[O:5][B:4]([C:9]2[CH:10]=[CH:11][C:12]([NH2:15])=[N:13][CH:14]=2)[O:3]1.C(N(CC)CC)C.[C:24](OC(=O)C)(=[O:26])[CH3:25]. The yield is 0.520. (7) The reactants are [CH3:1][C:2]([CH3:5])([O-])[CH3:3].[K+].[CH3:7][O:8][C:9](=[O:26])[C@@H:10]1CC(=O)C[N:11]1[C:16]([O:18][CH2:19][C:20]1[CH:25]=[CH:24][CH:23]=[CH:22][CH:21]=1)=[O:17].[Cl-].[NH4+]. The catalyst is C(OCC)C.[Br-].C[P+](C1C=CC=CC=1)(C1C=CC=CC=1)C1C=CC=CC=1. The product is [CH3:7][O:8][C:9](=[O:26])[C@@H:10]1[CH2:3][C:2](=[CH2:5])[CH2:1][N:11]1[C:16]([O:18][CH2:19][C:20]1[CH:25]=[CH:24][CH:23]=[CH:22][CH:21]=1)=[O:17]. The yield is 0.720. (8) The reactants are [O:1]=[C:2]1[CH2:6][CH2:5][N:4]([C:7]([O:9][C:10]([CH3:13])([CH3:12])[CH3:11])=[O:8])[CH2:3]1.C[Si]([N-][Si](C)(C)C)(C)C.[Li+].[F:24][C:25]([F:44])([F:43])[S:26](N(C1C=CC=CC=1)[S:26]([C:25]([F:44])([F:43])[F:24])(=[O:28])=[O:27])(=[O:28])=[O:27]. The catalyst is C1COCC1. The product is [F:24][C:25]([F:44])([F:43])[S:26]([O:1][C:2]1[CH2:3][N:4]([C:7]([O:9][C:10]([CH3:13])([CH3:12])[CH3:11])=[O:8])[CH2:5][CH:6]=1)(=[O:28])=[O:27]. The yield is 0.555.